This data is from Forward reaction prediction with 1.9M reactions from USPTO patents (1976-2016). The task is: Predict the product of the given reaction. (1) Given the reactants C(OC([NH:8][CH2:9][CH2:10][CH2:11][CH2:12][CH:13]([NH:48][C:49](=[O:70])[CH2:50][CH2:51][NH:52][C:53]([C:55]1[CH:60]=[CH:59][C:58]([C:61]2[CH:66]=[CH:65][C:64]([CH2:67][CH2:68][CH3:69])=[CH:63][CH:62]=2)=[CH:57][CH:56]=1)=[O:54])[C:14]([N:16]([CH3:47])[C@H:17]1[C:34]2[CH:35]=[C:30]([C:31]([O:36][CH3:37])=[CH:32][CH:33]=2)[C:29]2=[CH:38][C:25](=[CH:26][CH:27]=[C:28]2[O:39][CH3:40])[CH2:24][C@@H:23]([C:41]([OH:43])=[O:42])[NH:22][C:21](=[O:44])[C@H:20]([CH3:45])[NH:19][C:18]1=[O:46])=[O:15])=O)(C)(C)C.[C:71]([OH:77])([C:73]([F:76])([F:75])[F:74])=[O:72], predict the reaction product. The product is: [F:74][C:73]([F:76])([F:75])[C:71]([O-:77])=[O:72].[C:41]([C@@H:23]1[CH2:24][C:25]2[CH:38]=[C:29]([C:28]([O:39][CH3:40])=[CH:27][CH:26]=2)[C:30]2=[CH:35][C:34](=[CH:33][CH:32]=[C:31]2[O:36][CH3:37])[C@H:17]([N:16]([CH3:47])[C:14](=[O:15])[CH:13]([NH:48][C:49](=[O:70])[CH2:50][CH2:51][NH:52][C:53]([C:55]2[CH:56]=[CH:57][C:58]([C:61]3[CH:66]=[CH:65][C:64]([CH2:67][CH2:68][CH3:69])=[CH:63][CH:62]=3)=[CH:59][CH:60]=2)=[O:54])[CH2:12][CH2:11][CH2:10][CH2:9][NH3+:8])[C:18](=[O:46])[NH:19][C@@H:20]([CH3:45])[C:21](=[O:44])[NH:22]1)([OH:43])=[O:42]. (2) Given the reactants C(OC([NH:8][C:9]1[CH2:10][C:11]([C:34](=[O:50])[N:35]([CH2:39][CH2:40][CH2:41][O:42][Si](C(C)(C)C)(C)C)[CH2:36][CH2:37][CH3:38])=[CH:12][C:13]2[CH:19]=[CH:18][C:17]([C:20]3[CH:25]=[CH:24][C:23]([CH2:26][C:27]([O:29][CH2:30][CH:31]([CH3:33])[CH3:32])=[O:28])=[CH:22][CH:21]=3)=[CH:16][C:14]=2[N:15]=1)=O)(C)(C)C, predict the reaction product. The product is: [NH2:8][C:9]1[CH2:10][C:11]([C:34](=[O:50])[N:35]([CH2:39][CH2:40][CH2:41][OH:42])[CH2:36][CH2:37][CH3:38])=[CH:12][C:13]2[CH:19]=[CH:18][C:17]([C:20]3[CH:21]=[CH:22][C:23]([CH2:26][C:27]([O:29][CH2:30][CH:31]([CH3:33])[CH3:32])=[O:28])=[CH:24][CH:25]=3)=[CH:16][C:14]=2[N:15]=1. (3) Given the reactants [CH2:1]([O:8][C@H:9]([CH3:13])[C:10]([OH:12])=O)[C:2]1[CH:7]=[CH:6][CH:5]=[CH:4][CH:3]=1.[NH2:14][CH:15]1[CH2:20][CH2:19][N:18]([C:21]([O:23][C:24]([CH3:27])([CH3:26])[CH3:25])=[O:22])[CH2:17][CH2:16]1.Cl.C(N=C=NCCCN(C)C)C.O.ON1C2C=CC=CC=2N=N1.Cl, predict the reaction product. The product is: [CH2:1]([O:8][C@H:9]([CH3:13])[C:10]([NH:14][CH:15]1[CH2:16][CH2:17][N:18]([C:21]([O:23][C:24]([CH3:27])([CH3:26])[CH3:25])=[O:22])[CH2:19][CH2:20]1)=[O:12])[C:2]1[CH:3]=[CH:4][CH:5]=[CH:6][CH:7]=1.